This data is from Full USPTO retrosynthesis dataset with 1.9M reactions from patents (1976-2016). The task is: Predict the reactants needed to synthesize the given product. (1) Given the product [CH3:1][N:2]1[CH2:7][CH2:6][N:5]([C:8]2[CH:9]=[C:10]([NH:14][C:15]3[N:20]=[C:19]([CH2:21][CH2:22][C:23]4[CH:28]=[CH:27][CH:26]=[CH:25][C:24]=4[CH2:29][C:30]([OH:32])=[O:31])[C:18]([C:34]([F:36])([F:35])[F:37])=[CH:17][N:16]=3)[CH:11]=[CH:12][CH:13]=2)[CH2:4][CH2:3]1, predict the reactants needed to synthesize it. The reactants are: [CH3:1][N:2]1[CH2:7][CH2:6][N:5]([C:8]2[CH:9]=[C:10]([NH:14][C:15]3[N:20]=[C:19]([CH2:21][CH2:22][C:23]4[CH:28]=[CH:27][CH:26]=[CH:25][C:24]=4[CH2:29][C:30]([O:32]C)=[O:31])[C:18]([C:34]([F:37])([F:36])[F:35])=[CH:17][N:16]=3)[CH:11]=[CH:12][CH:13]=2)[CH2:4][CH2:3]1.O[Li].O.O.CO. (2) The reactants are: Cl.[Cl:2][C:3]1[S:18][C:6]2[C:7]3([CH2:17][CH2:16][NH:15][CH2:14][CH2:13]3)[O:8][CH2:9][C:10]([F:12])([F:11])[C:5]=2[CH:4]=1.[F:19][C:20]1[CH:25]=[CH:24][CH:23]=[C:22]([F:26])[C:21]=1[N:27]1[CH:31]=[C:30]([CH:32]=O)[C:29]([C:34](OCC)=[O:35])=[N:28]1. Given the product [Cl:2][C:3]1[S:18][C:6]2[C:7]3([O:8][CH2:9][C:10]([F:12])([F:11])[C:5]=2[CH:4]=1)[CH2:13][CH2:14][N:15]([CH2:32][C:30]1[C:29]([CH2:34][OH:35])=[N:28][N:27]([C:21]2[C:22]([F:26])=[CH:23][CH:24]=[CH:25][C:20]=2[F:19])[CH:31]=1)[CH2:16][CH2:17]3, predict the reactants needed to synthesize it. (3) Given the product [Br:1][C:2]1[CH:7]=[CH:6][C:5]([C:8]2([NH:11][C:13](=[O:14])[O:15][C:16]([CH3:19])([CH3:18])[CH3:17])[CH2:9][CH2:10]2)=[C:4]([F:12])[CH:3]=1, predict the reactants needed to synthesize it. The reactants are: [Br:1][C:2]1[CH:7]=[CH:6][C:5]([C:8]2([NH2:11])[CH2:10][CH2:9]2)=[C:4]([F:12])[CH:3]=1.[C:13](O[C:13]([O:15][C:16]([CH3:19])([CH3:18])[CH3:17])=[O:14])([O:15][C:16]([CH3:19])([CH3:18])[CH3:17])=[O:14].